Dataset: Full USPTO retrosynthesis dataset with 1.9M reactions from patents (1976-2016). Task: Predict the reactants needed to synthesize the given product. Given the product [CH3:11][O:10][C:8]([C:4]1[C:3]([NH:2][C:30](=[O:31])[CH2:29][O:28][C:25]2[CH:24]=[CH:23][C:22]([Br:21])=[CH:27][N:26]=2)=[CH:7][S:6][CH:5]=1)=[O:9], predict the reactants needed to synthesize it. The reactants are: Cl.[NH2:2][C:3]1[C:4]([C:8]([O:10][CH3:11])=[O:9])=[CH:5][S:6][CH:7]=1.C(N(C(C)C)C(C)C)C.[Br:21][C:22]1[CH:23]=[CH:24][C:25]([O:28][CH2:29][C:30](O)=[O:31])=[N:26][CH:27]=1.CN(C(ON1N=NC2C=CC=NC1=2)=[N+](C)C)C.F[P-](F)(F)(F)(F)F.